From a dataset of Reaction yield outcomes from USPTO patents with 853,638 reactions. Predict the reaction yield, written as a fraction of the theoretical maximum amount of product (1.0 means a 100% yield; for example, 0.34 means a 34% yield). The reactants are [CH3:1][O:2][P:3]([Cl:6])([Cl:5])=[O:4].[N:7]1[CH:12]=[CH:11][CH:10]=[CH:9][CH:8]=1. No catalyst specified. The product is [P:3]([Cl:6])([Cl:5])([O-:4])=[O:2].[CH3:1][N+:7]1[CH:12]=[CH:11][CH:10]=[CH:9][CH:8]=1. The yield is 0.270.